The task is: Regression. Given a peptide amino acid sequence and an MHC pseudo amino acid sequence, predict their binding affinity value. This is MHC class I binding data.. This data is from Peptide-MHC class I binding affinity with 185,985 pairs from IEDB/IMGT. (1) The binding affinity (normalized) is 0.0101. The peptide sequence is YTVEFDRDK. The MHC is HLA-A33:01 with pseudo-sequence HLA-A33:01. (2) The peptide sequence is EELRKRLRLI. The MHC is Mamu-A11 with pseudo-sequence Mamu-A11. The binding affinity (normalized) is 0.435. (3) The peptide sequence is GEDAPCKIPF. The MHC is HLA-B44:02 with pseudo-sequence HLA-B44:02. The binding affinity (normalized) is 0.623. (4) The peptide sequence is PTILATLNT. The MHC is HLA-A02:02 with pseudo-sequence HLA-A02:02. The binding affinity (normalized) is 0. (5) The peptide sequence is IRHVYHNLK. The MHC is HLA-B27:05 with pseudo-sequence HLA-B27:05. The binding affinity (normalized) is 0.719. (6) The peptide sequence is LALEGSLQKR. The MHC is HLA-B54:01 with pseudo-sequence HLA-B54:01. The binding affinity (normalized) is 0. (7) The peptide sequence is VTFWGFWLF. The MHC is SLA-30401 with pseudo-sequence SLA-30401. The binding affinity (normalized) is 0.214. (8) The MHC is HLA-A02:01 with pseudo-sequence HLA-A02:01. The peptide sequence is VVANVIGLS. The binding affinity (normalized) is 0.0583.